This data is from Full USPTO retrosynthesis dataset with 1.9M reactions from patents (1976-2016). The task is: Predict the reactants needed to synthesize the given product. (1) Given the product [Cl:1][C:2]1[CH:36]=[CH:35][C:5](/[CH:6]=[N:7]/[NH:8][C:9]([C:11]2[CH:16]=[C:15]([N:17]3[CH2:18][CH2:19][CH2:20][CH2:21][CH2:22]3)[CH:14]=[CH:13][C:12]=2[NH:23][C:24]([C:26]2[CH:27]=[C:28]([C:29](=[O:30])[NH:41][CH2:42][CH2:43][O:44][CH2:45][CH2:46][O:47][CH2:48][CH2:49][O:50][CH2:51][CH2:52][C:53]([O:55][C:56]([CH3:59])([CH3:58])[CH3:57])=[O:54])[CH:32]=[CH:33][CH:34]=2)=[O:25])=[O:10])=[CH:4][C:3]=1[C:37]([F:40])([F:38])[F:39], predict the reactants needed to synthesize it. The reactants are: [Cl:1][C:2]1[CH:36]=[CH:35][C:5](/[CH:6]=[N:7]/[NH:8][C:9]([C:11]2[CH:16]=[C:15]([N:17]3[CH2:22][CH2:21][CH2:20][CH2:19][CH2:18]3)[CH:14]=[CH:13][C:12]=2[NH:23][C:24]([C:26]2[CH:27]=[C:28]([CH:32]=[CH:33][CH:34]=2)[C:29](O)=[O:30])=[O:25])=[O:10])=[CH:4][C:3]=1[C:37]([F:40])([F:39])[F:38].[NH2:41][CH2:42][CH2:43][O:44][CH2:45][CH2:46][O:47][CH2:48][CH2:49][O:50][CH2:51][CH2:52][C:53]([O:55][C:56]([CH3:59])([CH3:58])[CH3:57])=[O:54]. (2) Given the product [Cl:1][C:2]1[CH:3]=[CH:4][C:5]([C:9]2[N:13]([CH2:14][CH2:15][CH:16]3[CH2:17][CH2:18][CH2:19][CH2:20][CH2:21]3)[C:12]3[CH:22]=[C:23]([F:27])[C:24]([F:26])=[CH:25][C:11]=3[N:10]=2)=[C:6]([CH:7]=1)[O:8][CH2:29][C:30]1[CH:37]=[CH:36][C:33]([C:34]#[N:35])=[CH:32][C:31]=1[F:38], predict the reactants needed to synthesize it. The reactants are: [Cl:1][C:2]1[CH:3]=[CH:4][C:5]([C:9]2[N:13]([CH2:14][CH2:15][CH:16]3[CH2:21][CH2:20][CH2:19][CH2:18][CH2:17]3)[C:12]3[CH:22]=[C:23]([F:27])[C:24]([F:26])=[CH:25][C:11]=3[N:10]=2)=[C:6]([OH:8])[CH:7]=1.Br[CH2:29][C:30]1[CH:37]=[CH:36][C:33]([C:34]#[N:35])=[CH:32][C:31]=1[F:38]. (3) The reactants are: [F:1][C:2]([F:16])([F:15])[CH:3]1[CH2:7][CH2:6][N:5](C(OC(C)(C)C)=O)[CH2:4]1.[C:17]([C:21]([OH:23])=[O:22])([F:20])([F:19])[F:18]. Given the product [F:18][C:17]([F:20])([F:19])[C:21]([OH:23])=[O:22].[F:1][C:2]([F:16])([F:15])[CH:3]1[CH2:7][CH2:6][NH:5][CH2:4]1, predict the reactants needed to synthesize it. (4) Given the product [NH2:34][C:31]1[C:30]2[CH:35]=[CH:26][C:27]([CH2:37][NH:38][C:16](=[O:18])[C:15]3[CH:19]=[CH:20][N:21]=[C:13]([CH2:12][C:8]4[CH:9]=[C:10]5[C:5](=[CH:6][CH:7]=4)[N:4]=[CH:3][C:2]([CH3:1])=[CH:11]5)[CH:14]=3)=[CH:28][C:29]=2[O:33][N:32]=1, predict the reactants needed to synthesize it. The reactants are: [CH3:1][C:2]1[CH:3]=[N:4][C:5]2[C:10]([CH:11]=1)=[CH:9][C:8]([CH2:12][C:13]1[CH:14]=[C:15]([CH:19]=[CH:20][N:21]=1)[C:16]([OH:18])=O)=[CH:7][CH:6]=2.Cl.Cl.NC[C:26]1[CH:27]=[CH:28][C:29]2[O:33][N:32]=[C:31]([NH2:34])[C:30]=2[CH:35]=1.C[CH2:37][N:38]=C=NCCCN(C)C.C1C=CC2N(O)N=NC=2C=1. (5) Given the product [NH2:8][C@@H:9]([C:14]([OH:16])=[O:15])[C@H:10]([CH2:12][CH3:13])[CH3:11], predict the reactants needed to synthesize it. The reactants are: N1CC(=O)NC1=O.[NH2:8][C@@H:9]([C:14]([OH:16])=[O:15])[C@H:10]([CH2:12][CH3:13])[CH3:11].N1CC(=O)NC1=O.N[C@H](C(O)=O)[C@H](CC)C.N1CC(=O)NC1=O.C(N[C@@H](C(O)=O)[C@H](CC)C)(=O)N. (6) Given the product [O:1]1[C:5]2[CH:6]=[CH:7][C:8]([C:10]3[CH:11]=[C:12]([C:13]([CH:28]4[CH2:30][CH2:29]4)=[O:34])[CH:15]=[C:16]([O:18][CH2:19][C:20]4[CH:25]=[CH:24][C:23]([O:26][CH3:27])=[CH:22][CH:21]=4)[CH:17]=3)=[CH:9][C:4]=2[O:3][CH2:2]1, predict the reactants needed to synthesize it. The reactants are: [O:1]1[C:5]2[CH:6]=[CH:7][C:8]([C:10]3[CH:11]=[C:12]([CH:15]=[C:16]([O:18][CH2:19][C:20]4[CH:25]=[CH:24][C:23]([O:26][CH3:27])=[CH:22][CH:21]=4)[CH:17]=3)[C:13]#N)=[CH:9][C:4]=2[O:3][CH2:2]1.[CH:28]1([Mg]Cl)[CH2:30][CH2:29]1.S(=O)(=O)(O)[OH:34]. (7) Given the product [CH2:24]1[N:23]([CH2:21][CH2:8][OH:7])[CH2:25][CH2:26][N:27]([CH2:29][CH2:43][S:51]([OH:55])(=[O:53])=[O:52])[CH2:28]1, predict the reactants needed to synthesize it. The reactants are: CCC(C[O:7][C:8]([C:21]([N:23]([CH2:25][CH2:26][NH+:27]([CH3:29])[CH3:28])[CH3:24])=O)(C1C=CC=CC=1)C1C=CC=CC=1)CC.[Cl-].CC(O)=O.C(O)C(N)(CO)CO.[CH2:43](S)[C@@H](O)[C@H](O)CS.[S:51]([O-:55])([O-])(=[O:53])=[O:52].[NH4+].[NH4+].